From a dataset of Full USPTO retrosynthesis dataset with 1.9M reactions from patents (1976-2016). Predict the reactants needed to synthesize the given product. (1) Given the product [Si:22]([O:21][C@H:19]([CH3:20])[C@@H:18]([NH:29][C:30]1[CH:35]=[CH:34][C:33]([C:36]#[N:37])=[C:32]([Cl:38])[C:31]=1[CH3:39])[C:17]1[O:14][C:13]([C:12]2[CH:41]=[CH:42][C:9]([O:8][Si:1]([C:4]([CH3:6])([CH3:5])[CH3:7])([CH3:3])[CH3:2])=[CH:10][CH:11]=2)=[N:15][N:16]=1)([C:25]([CH3:26])([CH3:27])[CH3:28])([CH3:23])[CH3:24], predict the reactants needed to synthesize it. The reactants are: [Si:1]([O:8][C:9]1[CH:42]=[CH:41][C:12]([C:13]([NH:15][NH:16][C:17](=O)[C@H:18]([NH:29][C:30]2[CH:35]=[CH:34][C:33]([C:36]#[N:37])=[C:32]([Cl:38])[C:31]=2[CH3:39])[C@H:19]([O:21][Si:22]([C:25]([CH3:28])([CH3:27])[CH3:26])([CH3:24])[CH3:23])[CH3:20])=[O:14])=[CH:11][CH:10]=1)([C:4]([CH3:7])([CH3:6])[CH3:5])([CH3:3])[CH3:2].C1C=CC(P(C2C=CC=CC=2)C2C=CC=CC=2)=CC=1.II.[Si](O[C@@H](C)[C@@H](NC1C=CC(C#N)=C(Cl)C=1C)C1OC(C2C=CC=C(O[Si](C(C)(C)C)(C)C)C=2)=NN=1)(C(C)(C)C)(C)C. (2) Given the product [Cl:32][C:13]1[CH:12]=[C:11]([CH:16]=[C:15]([F:17])[C:14]=1[NH:18][CH:19]1[CH2:24][CH2:23][NH:22][CH2:21][CH2:20]1)[C:9]([NH2:8])=[O:10], predict the reactants needed to synthesize it. The reactants are: Cl.O1CCOCC1.[NH2:8][C:9]([C:11]1[CH:16]=[C:15]([F:17])[C:14]([NH:18][CH:19]2[CH2:24][CH2:23][N:22](C(OC(C)(C)C)=O)[CH2:21][CH2:20]2)=[C:13]([Cl:32])[CH:12]=1)=[O:10]. (3) Given the product [NH2:1][C:2]1[C:11]2[C:6](=[C:7]([C:27]3[C:22]([O:21][CH3:20])=[N:23][CH:24]=[CH:25][CH:26]=3)[C:8]([F:12])=[CH:9][CH:10]=2)[N:5]=[N:4][C:3]=1[C:14]([NH:16][CH:17]1[CH2:19][CH2:18]1)=[O:15], predict the reactants needed to synthesize it. The reactants are: [NH2:1][C:2]1[C:11]2[C:6](=[C:7](I)[C:8]([F:12])=[CH:9][CH:10]=2)[N:5]=[N:4][C:3]=1[C:14]([NH:16][CH:17]1[CH2:19][CH2:18]1)=[O:15].[CH3:20][O:21][C:22]1[C:27](B(O)O)=[CH:26][CH:25]=[CH:24][N:23]=1.